From a dataset of Full USPTO retrosynthesis dataset with 1.9M reactions from patents (1976-2016). Predict the reactants needed to synthesize the given product. Given the product [P:2]([N:26]([P:2]([C:21]1[CH:20]=[CH:14][CH:9]=[CH:10][CH:11]=1)[C:3]1[CH:8]=[CH:7][CH:6]=[CH:5][CH:4]=1)[CH2:25][CH2:24][O:23][CH3:22])([C:9]1[CH:14]=[CH:13][CH:12]=[CH:11][CH:10]=1)[C:3]1[CH:8]=[CH:7][CH:6]=[CH:5][CH:4]=1, predict the reactants needed to synthesize it. The reactants are: Cl[P:2]([C:9]1[CH:14]=[CH:13][CH:12]=[CH:11][CH:10]=1)[C:3]1[CH:8]=[CH:7][CH:6]=[CH:5][CH:4]=1.C(N([CH2:20][CH3:21])CC)C.[CH3:22][O:23][CH2:24][CH2:25][NH2:26].C(Cl)Cl.